This data is from Reaction yield outcomes from USPTO patents with 853,638 reactions. The task is: Predict the reaction yield, written as a fraction of the theoretical maximum amount of product (1.0 means a 100% yield; for example, 0.34 means a 34% yield). (1) The reactants are C(OC(=O)[NH:7][C@H:8]1[CH2:11][C@@H:10]([NH:12][C:13]2[S:14][C:15]3[CH:21]=[CH:20][CH:19]=[CH:18][C:16]=3[N:17]=2)[CH2:9]1)(C)(C)C.[ClH:23]. The catalyst is O1CCOCC1. The product is [ClH:23].[ClH:23].[S:14]1[C:15]2[CH:21]=[CH:20][CH:19]=[CH:18][C:16]=2[N:17]=[C:13]1[NH:12][C@H:10]1[CH2:9][C@@H:8]([NH2:7])[CH2:11]1. The yield is 0.820. (2) The reactants are [CH2:1]1[C:10]2[C:5](=[CH:6][CH:7]=[CH:8][CH:9]=2)[CH2:4][CH2:3][NH:2]1.[F-].[K+].[N+](C1C=C(S(O[CH2:26][C@H:27]2[CH2:29][O:28]2)(=O)=O)C=CC=1)([O-])=O. The catalyst is C1COCC1. The product is [O:28]1[CH2:29][C@@H:27]1[CH2:26][N:2]1[CH2:3][CH2:4][C:5]2[C:10](=[CH:9][CH:8]=[CH:7][CH:6]=2)[CH2:1]1. The yield is 0.800.